This data is from NCI-60 drug combinations with 297,098 pairs across 59 cell lines. The task is: Regression. Given two drug SMILES strings and cell line genomic features, predict the synergy score measuring deviation from expected non-interaction effect. (1) Cell line: LOX IMVI. Drug 1: CC1C(C(CC(O1)OC2CC(OC(C2O)C)OC3=CC4=CC5=C(C(=O)C(C(C5)C(C(=O)C(C(C)O)O)OC)OC6CC(C(C(O6)C)O)OC7CC(C(C(O7)C)O)OC8CC(C(C(O8)C)O)(C)O)C(=C4C(=C3C)O)O)O)O. Synergy scores: CSS=65.4, Synergy_ZIP=-3.21, Synergy_Bliss=-6.90, Synergy_Loewe=-48.9, Synergy_HSA=-6.96. Drug 2: CC(C)NC(=O)C1=CC=C(C=C1)CNNC.Cl. (2) Drug 1: CC1C(C(CC(O1)OC2CC(OC(C2O)C)OC3=CC4=CC5=C(C(=O)C(C(C5)C(C(=O)C(C(C)O)O)OC)OC6CC(C(C(O6)C)O)OC7CC(C(C(O7)C)O)OC8CC(C(C(O8)C)O)(C)O)C(=C4C(=C3C)O)O)O)O. Drug 2: C1=NC2=C(N=C(N=C2N1C3C(C(C(O3)CO)O)F)Cl)N. Cell line: NCI-H460. Synergy scores: CSS=17.0, Synergy_ZIP=0.0849, Synergy_Bliss=-0.750, Synergy_Loewe=-2.32, Synergy_HSA=-1.05. (3) Drug 1: CC1C(C(=O)NC(C(=O)N2CCCC2C(=O)N(CC(=O)N(C(C(=O)O1)C(C)C)C)C)C(C)C)NC(=O)C3=C4C(=C(C=C3)C)OC5=C(C(=O)C(=C(C5=N4)C(=O)NC6C(OC(=O)C(N(C(=O)CN(C(=O)C7CCCN7C(=O)C(NC6=O)C(C)C)C)C)C(C)C)C)N)C. Drug 2: CC=C1C(=O)NC(C(=O)OC2CC(=O)NC(C(=O)NC(CSSCCC=C2)C(=O)N1)C(C)C)C(C)C. Cell line: SK-OV-3. Synergy scores: CSS=15.5, Synergy_ZIP=1.99, Synergy_Bliss=3.53, Synergy_Loewe=-34.9, Synergy_HSA=1.20. (4) Drug 1: C1=CC=C(C=C1)NC(=O)CCCCCCC(=O)NO. Drug 2: C1CN(P(=O)(OC1)NCCCl)CCCl. Cell line: NCI-H322M. Synergy scores: CSS=0.753, Synergy_ZIP=0.110, Synergy_Bliss=1.60, Synergy_Loewe=0.143, Synergy_HSA=0.663.